Predict the product of the given reaction. From a dataset of Forward reaction prediction with 1.9M reactions from USPTO patents (1976-2016). Given the reactants [CH2:1]([C:8]1[C:9]2[C:17]([OH:18])=[CH:16][C:15](=[O:19])[N:14]([O:20]CC3C=CC=CC=3)[C:10]=2[N:11]=[CH:12][N:13]=1)[C:2]1[CH:7]=[CH:6][CH:5]=[CH:4][CH:3]=1.Cl.C(O)(C(F)(F)F)=O, predict the reaction product. The product is: [CH2:1]([C:8]1[C:9]2[C:17]([OH:18])=[CH:16][C:15](=[O:19])[N:14]([OH:20])[C:10]=2[N:11]=[CH:12][N:13]=1)[C:2]1[CH:3]=[CH:4][CH:5]=[CH:6][CH:7]=1.